From a dataset of Forward reaction prediction with 1.9M reactions from USPTO patents (1976-2016). Predict the product of the given reaction. (1) Given the reactants [CH2:1]([O:8][C:9]([C:11]1[NH:12][C:13]([C:16]2[CH:21]=[C:20]([O:22][C@@H:23]([CH3:27])[CH2:24][O:25][CH3:26])[CH:19]=[C:18]([O:28][C:29]3[CH:34]=[CH:33][C:32]([CH:35]=[O:36])=[CH:31][C:30]=3[F:37])[CH:17]=2)=[CH:14][CH:15]=1)=[O:10])[C:2]1[CH:7]=[CH:6][CH:5]=[CH:4][CH:3]=1.O.O.P([O-])(O)(O)=[O:41].[Na+].CC(=CC)C.Cl([O-])=O.[Na+], predict the reaction product. The product is: [CH2:1]([O:8][C:9]([C:11]1[NH:12][C:13]([C:16]2[CH:17]=[C:18]([CH:19]=[C:20]([O:22][C@@H:23]([CH3:27])[CH2:24][O:25][CH3:26])[CH:21]=2)[O:28][C:29]2[CH:34]=[CH:33][C:32]([C:35]([OH:41])=[O:36])=[CH:31][C:30]=2[F:37])=[CH:14][CH:15]=1)=[O:10])[C:2]1[CH:3]=[CH:4][CH:5]=[CH:6][CH:7]=1. (2) Given the reactants C(OC(=O)[NH:7][CH2:8][C:9]1[CH:14]=[CH:13][C:12]([O:15][CH2:16][C:17](=[O:20])[NH:18][CH3:19])=[C:11]([CH:21]2[CH2:26][CH2:25][N:24]([C:27]([C:29]3[C:37]4[C:32](=[C:33]([CH3:38])[CH:34]=[CH:35][CH:36]=4)[N:31]([CH2:39][CH2:40][O:41][CH3:42])[CH:30]=3)=[O:28])[CH2:23][CH2:22]2)[CH:10]=1)(C)(C)C.[ClH:44], predict the reaction product. The product is: [ClH:44].[NH2:7][CH2:8][C:9]1[CH:14]=[CH:13][C:12]([O:15][CH2:16][C:17]([NH:18][CH3:19])=[O:20])=[C:11]([CH:21]2[CH2:26][CH2:25][N:24]([C:27]([C:29]3[C:37]4[C:32](=[C:33]([CH3:38])[CH:34]=[CH:35][CH:36]=4)[N:31]([CH2:39][CH2:40][O:41][CH3:42])[CH:30]=3)=[O:28])[CH2:23][CH2:22]2)[CH:10]=1. (3) Given the reactants [OH:1][CH2:2][C:3]([CH3:39])([C:33]1[CH:38]=[CH:37][CH:36]=[CH:35][CH:34]=1)[CH2:4][CH2:5][CH2:6][CH2:7][NH:8][C:9]([NH:11][CH2:12][CH2:13][CH2:14][CH2:15][CH2:16][C:17]([CH3:32])([C:26]1[CH:31]=[CH:30][CH:29]=[CH:28][CH:27]=1)[CH2:18][O:19]C1CCCCO1)=[O:10].CC1C=CC(S(O)(=O)=O)=CC=1.O.C([O-])([O-])=O.[K+].[K+], predict the reaction product. The product is: [OH:19][CH2:18][C:17]([CH3:32])([C:26]1[CH:27]=[CH:28][CH:29]=[CH:30][CH:31]=1)[CH2:16][CH2:15][CH2:14][CH2:13][CH2:12][NH:11][C:9]([NH:8][CH2:7][CH2:6][CH2:5][CH2:4][C:3]([CH3:39])([C:33]1[CH:38]=[CH:37][CH:36]=[CH:35][CH:34]=1)[CH2:2][OH:1])=[O:10]. (4) Given the reactants [CH2:1]([O:3][C:4](=[O:21])[C:5]([O:8][C:9]1[CH:14]=[CH:13][C:12]([CH:15]([C:17]([OH:19])=O)[CH3:16])=[CH:11][C:10]=1[CH3:20])([CH3:7])[CH3:6])[CH3:2].[F:22][C:23]([F:38])([F:37])[C:24]1[CH:25]=[C:26]([C:30]2[CH:35]=[CH:34][C:33]([NH2:36])=[CH:32][CH:31]=2)[CH:27]=[CH:28][CH:29]=1, predict the reaction product. The product is: [CH2:1]([O:3][C:4](=[O:21])[C:5]([CH3:6])([O:8][C:9]1[CH:14]=[CH:13][C:12]([CH:15]([C:17](=[O:19])[NH:36][C:33]2[CH:34]=[CH:35][C:30]([C:26]3[CH:27]=[CH:28][CH:29]=[C:24]([C:23]([F:22])([F:37])[F:38])[CH:25]=3)=[CH:31][CH:32]=2)[CH3:16])=[CH:11][C:10]=1[CH3:20])[CH3:7])[CH3:2]. (5) Given the reactants N1C=CC=CC=1C([O:9][CH:10]1[C:14]2=[N:15][C:16]3[C:17](=[N:18][CH:19]=[C:20]([NH:22][C:23]([C:25]4[N:26]([CH2:38][C:39]5[CH:44]=[CH:43][CH:42]=[C:41]([F:45])[CH:40]=5)[C:27]5[C:32]([CH:33]=4)=[CH:31][C:30]([C:34]([F:37])([F:36])[F:35])=[CH:29][CH:28]=5)=[O:24])[CH:21]=3)[N:13]2[CH2:12][CH2:11]1)=O.CO, predict the reaction product. The product is: [OH:9][CH:10]1[C:14]2=[N:15][C:16]3[C:17](=[N:18][CH:19]=[C:20]([NH:22][C:23]([C:25]4[N:26]([CH2:38][C:39]5[CH:44]=[CH:43][CH:42]=[C:41]([F:45])[CH:40]=5)[C:27]5[C:32]([CH:33]=4)=[CH:31][C:30]([C:34]([F:36])([F:35])[F:37])=[CH:29][CH:28]=5)=[O:24])[CH:21]=3)[N:13]2[CH2:12][CH2:11]1. (6) Given the reactants [Cl:1][C:2]1[CH:32]=[CH:31][C:5]([CH2:6][N:7]2[C:15]3[C:10](=[CH:11][CH:12]=[CH:13][CH:14]=3)[C:9]([C:16]([C:18]3[NH:19][CH:20]=[C:21]([CH:23]([OH:30])[C:24]4[CH:25]=[N:26][CH:27]=[CH:28][CH:29]=4)[N:22]=3)=[O:17])=[CH:8]2)=[CH:4][CH:3]=1, predict the reaction product. The product is: [Cl:1][C:2]1[CH:3]=[CH:4][C:5]([CH2:6][N:7]2[C:15]3[C:10](=[CH:11][CH:12]=[CH:13][CH:14]=3)[C:9]([C:16]([C:18]3[NH:19][CH:20]=[C:21]([C:23]([C:24]4[CH:25]=[N:26][CH:27]=[CH:28][CH:29]=4)=[O:30])[N:22]=3)=[O:17])=[CH:8]2)=[CH:31][CH:32]=1.